Dataset: Reaction yield outcomes from USPTO patents with 853,638 reactions. Task: Predict the reaction yield, written as a fraction of the theoretical maximum amount of product (1.0 means a 100% yield; for example, 0.34 means a 34% yield). (1) The reactants are CO.[NH2:3][C:4]1[N:9]=[C:8]([NH:10][C:11]2[CH:16]=[CH:15][C:14]([C:17]#[N:18])=[CH:13][CH:12]=2)[N:7]=[C:6]([CH2:19][C:20]2[C:28]([Cl:29])=[CH:27][CH:26]=[C:25]3[C:21]=2[CH:22]=[CH:23][N:24]3S(C2C=CC(C)=CC=2)(=O)=O)[N:5]=1.C([O-])([O-])=O.[K+].[K+]. The catalyst is O. The product is [NH2:3][C:4]1[N:5]=[C:6]([CH2:19][C:20]2[C:28]([Cl:29])=[CH:27][CH:26]=[C:25]3[C:21]=2[CH:22]=[CH:23][NH:24]3)[N:7]=[C:8]([NH:10][C:11]2[CH:16]=[CH:15][C:14]([C:17]#[N:18])=[CH:13][CH:12]=2)[N:9]=1. The yield is 0.450. (2) The reactants are [CH3:1][C:2]1[C:6]([CH3:7])=[C:5]([NH:8][C:9](=[O:16])OCC(Cl)(Cl)Cl)[O:4][N:3]=1.Cl.Cl.[F:19][C:20]1[CH:25]=[CH:24][CH:23]=[C:22]([F:26])[C:21]=1[C:27]1[CH:32]=[CH:31][N:30]=[C:29]([N:33]2[CH2:38][CH2:37][NH:36][CH2:35][CH2:34]2)[N:28]=1. The catalyst is O1CCCC1.CCCCCC. The product is [CH3:1][C:2]1[C:6]([CH3:7])=[C:5]([NH:8][C:9]([N:36]2[CH2:37][CH2:38][N:33]([C:29]3[N:28]=[C:27]([C:21]4[C:20]([F:19])=[CH:25][CH:24]=[CH:23][C:22]=4[F:26])[CH:32]=[CH:31][N:30]=3)[CH2:34][CH2:35]2)=[O:16])[O:4][N:3]=1. The yield is 0.670. (3) The yield is 0.390. The product is [Cl:10][C:11]1[CH:16]=[CH:15][C:14]([C:2]2[C:7]([CH:8]=[O:9])=[CH:6][N:5]=[CH:4][CH:3]=2)=[C:13]([F:20])[CH:12]=1. The reactants are Br[C:2]1[C:7]([CH:8]=[O:9])=[CH:6][N:5]=[CH:4][CH:3]=1.[Cl:10][C:11]1[CH:16]=[CH:15][C:14](B(O)O)=[C:13]([F:20])[CH:12]=1.C(=O)([O-])[O-].[Cs+].[Cs+].C1COCC1. The catalyst is C1C=CC([P]([Pd]([P](C2C=CC=CC=2)(C2C=CC=CC=2)C2C=CC=CC=2)([P](C2C=CC=CC=2)(C2C=CC=CC=2)C2C=CC=CC=2)[P](C2C=CC=CC=2)(C2C=CC=CC=2)C2C=CC=CC=2)(C2C=CC=CC=2)C2C=CC=CC=2)=CC=1.O. (4) The reactants are [H-].[Na+].C(S([C:13]1[N:14]=[C:15]([NH:23][C@@H:24]([CH2:28][OH:29])[CH2:25][CH2:26][CH3:27])[C:16]2[S:21][C:20](=[O:22])[NH:19][C:17]=2[N:18]=1)(=O)=O)C1C=CC=CC=1.[CH2:30]([OH:37])[C:31]1[CH:36]=[CH:35][CH:34]=[CH:33][CH:32]=1. The catalyst is C1C=CC=CC=1. The product is [CH2:30]([O:37][C:13]1[N:14]=[C:15]([NH:23][C@@H:24]([CH2:28][OH:29])[CH2:25][CH2:26][CH3:27])[C:16]2[S:21][C:20](=[O:22])[NH:19][C:17]=2[N:18]=1)[C:31]1[CH:36]=[CH:35][CH:34]=[CH:33][CH:32]=1. The yield is 0.527. (5) The reactants are [NH2:1][C:2]1[CH:3]=[CH:4][C:5]2[O:10][CH2:9][CH2:8][N:7]([C:11]3[S:12][C:13]4[C:14](=[O:22])[NH:15][C:16]([CH3:21])([CH3:20])[CH2:17][C:18]=4[N:19]=3)[C:6]=2[CH:23]=1.[CH3:24][N:25]1[C:29]([C:30](O)=[O:31])=[CH:28][N:27]=[CH:26]1.CCN(C(C)C)C(C)C.C(Cl)CCl.C1C=CC2N(O)N=NC=2C=1. The catalyst is C(Cl)Cl. The product is [CH3:20][C:16]1([CH3:21])[NH:15][C:14](=[O:22])[C:13]2[S:12][C:11]([N:7]3[C:6]4[CH:23]=[C:2]([NH:1][C:30]([C:29]5[N:25]([CH3:24])[CH:26]=[N:27][CH:28]=5)=[O:31])[CH:3]=[CH:4][C:5]=4[O:10][CH2:9][CH2:8]3)=[N:19][C:18]=2[CH2:17]1. The yield is 0.290. (6) The reactants are [OH:1][C:2]1[CH:9]=[CH:8][C:5]([CH:6]=[O:7])=[CH:4][C:3]=1[O:10][CH2:11][CH2:12][OH:13].[N+:14]([O-])([OH:16])=[O:15].CCO. The catalyst is C(O)(=O)C. The product is [OH:1][C:2]1[C:9]([N+:14]([O-:16])=[O:15])=[CH:8][C:5]([CH:6]=[O:7])=[CH:4][C:3]=1[O:10][CH2:11][CH2:12][OH:13]. The yield is 0.887. (7) The reactants are [C:1]1([P:7](=[O:20])([C:14]2[CH:19]=[CH:18][CH:17]=[CH:16][CH:15]=2)[C:8]2[CH:13]=[CH:12][CH:11]=[CH:10][CH:9]=2)[CH:6]=[CH:5][CH:4]=[CH:3][CH:2]=1.C(Cl)(=O)C(Cl)=O.[Al].Cl. The catalyst is C(#N)C. The product is [C:14]1([P:7]([C:1]2[CH:2]=[CH:3][CH:4]=[CH:5][CH:6]=2)[C:8]2[CH:13]=[CH:12][CH:11]=[CH:10][CH:9]=2)[CH:15]=[CH:16][CH:17]=[CH:18][CH:19]=1.[C:1]1([P:7](=[O:20])([C:8]2[CH:13]=[CH:12][CH:11]=[CH:10][CH:9]=2)[C:14]2[CH:19]=[CH:18][CH:17]=[CH:16][CH:15]=2)[CH:2]=[CH:3][CH:4]=[CH:5][CH:6]=1. The yield is 0.0400. (8) The reactants are [Cl:1][C:2]1[C:3]([N:12]2[CH2:17][CH2:16][CH:15]([NH:18][C:19]3[C:20](=O)[N:21]([CH:32]([CH3:34])[CH3:33])[S:22](=[O:31])(=[O:30])[C:23]=3[C:24]3[CH:29]=[CH:28][CH:27]=[CH:26][CH:25]=3)[CH2:14][CH2:13]2)=[N:4][CH:5]=[C:6]([C:8]([F:11])([F:10])[F:9])[CH:7]=1.COC1C=CC(P2(=S)SP(=S)(C3C=CC(OC)=CC=3)[S:45]2)=CC=1. The catalyst is C1(C)C=CC=CC=1. The product is [Cl:1][C:2]1[C:3]([N:12]2[CH2:17][CH2:16][CH:15]([NH:18][C:19]3[C:20](=[S:45])[N:21]([CH:32]([CH3:34])[CH3:33])[S:22](=[O:31])(=[O:30])[C:23]=3[C:24]3[CH:29]=[CH:28][CH:27]=[CH:26][CH:25]=3)[CH2:14][CH2:13]2)=[N:4][CH:5]=[C:6]([C:8]([F:11])([F:10])[F:9])[CH:7]=1. The yield is 0.710. (9) The reactants are [Cl:1][C:2]1[CH:3]=[C:4]2[C:9](=[C:10]([O:14]C)[C:11]=1[O:12]C)[O:8][C:7]([C:16]1[CH:21]=[CH:20][C:19]([O:22]C)=[C:18]([O:24]C)[CH:17]=1)=[CH:6][C:5]2=[O:26].C(O)(=O)C. The catalyst is I. The product is [Cl:1][C:2]1[CH:3]=[C:4]2[C:9](=[C:10]([OH:14])[C:11]=1[OH:12])[O:8][C:7]([C:16]1[CH:21]=[CH:20][C:19]([OH:22])=[C:18]([OH:24])[CH:17]=1)=[CH:6][C:5]2=[O:26]. The yield is 0.380.